Dataset: Peptide-MHC class II binding affinity with 134,281 pairs from IEDB. Task: Regression. Given a peptide amino acid sequence and an MHC pseudo amino acid sequence, predict their binding affinity value. This is MHC class II binding data. (1) The peptide sequence is AYVATVSEALRIIAG. The MHC is DRB1_1302 with pseudo-sequence DRB1_1302. The binding affinity (normalized) is 0.645. (2) The peptide sequence is KQAFTFSPTYKAFLC. The MHC is DRB3_0101 with pseudo-sequence DRB3_0101. The binding affinity (normalized) is 0.216. (3) The peptide sequence is SEDLELSWNLNGLQAY. The MHC is DRB1_1302 with pseudo-sequence DRB1_1302. The binding affinity (normalized) is 0.616. (4) The peptide sequence is AAGMEAQFLYLYALI. The MHC is DRB1_0101 with pseudo-sequence DRB1_0101. The binding affinity (normalized) is 0.924. (5) The peptide sequence is VEIAIFQPQNGQFIH. The MHC is H-2-IAb with pseudo-sequence H-2-IAb. The binding affinity (normalized) is 0.149.